Dataset: NCI-60 drug combinations with 297,098 pairs across 59 cell lines. Task: Regression. Given two drug SMILES strings and cell line genomic features, predict the synergy score measuring deviation from expected non-interaction effect. (1) Drug 1: C1=C(C(=O)NC(=O)N1)F. Drug 2: CC1=C(C(CCC1)(C)C)C=CC(=CC=CC(=CC(=O)O)C)C. Cell line: CCRF-CEM. Synergy scores: CSS=8.27, Synergy_ZIP=-13.6, Synergy_Bliss=-28.0, Synergy_Loewe=-26.9, Synergy_HSA=-24.7. (2) Drug 1: C1=NC2=C(N=C(N=C2N1C3C(C(C(O3)CO)O)O)F)N. Drug 2: CC1=C2C(C(=O)C3(C(CC4C(C3C(C(C2(C)C)(CC1OC(=O)C(C(C5=CC=CC=C5)NC(=O)OC(C)(C)C)O)O)OC(=O)C6=CC=CC=C6)(CO4)OC(=O)C)O)C)O. Cell line: M14. Synergy scores: CSS=5.34, Synergy_ZIP=-5.91, Synergy_Bliss=-7.70, Synergy_Loewe=-12.0, Synergy_HSA=-11.8. (3) Drug 1: CCCCC(=O)OCC(=O)C1(CC(C2=C(C1)C(=C3C(=C2O)C(=O)C4=C(C3=O)C=CC=C4OC)O)OC5CC(C(C(O5)C)O)NC(=O)C(F)(F)F)O. Drug 2: C(CCl)NC(=O)N(CCCl)N=O. Cell line: K-562. Synergy scores: CSS=45.1, Synergy_ZIP=-7.33, Synergy_Bliss=-11.1, Synergy_Loewe=-26.1, Synergy_HSA=-8.88.